Dataset: Catalyst prediction with 721,799 reactions and 888 catalyst types from USPTO. Task: Predict which catalyst facilitates the given reaction. (1) Reactant: [F:1][C:2]1[CH:3]=[C:4]([C:8]2[N:13]=[C:12]([N:14]([CH3:24])[C:15]3[CH:20]=[CH:19][N:18]=[C:17](S(C)=O)[N:16]=3)[CH:11]=[CH:10][CH:9]=2)[CH:5]=[CH:6][CH:7]=1.[NH2:25][CH:26]([CH3:36])[CH2:27][C:28]1[CH:29]=[C:30]([CH2:34][OH:35])[CH:31]=[CH:32][CH:33]=1. Product: [F:1][C:2]1[CH:3]=[C:4]([C:8]2[N:13]=[C:12]([N:14]([CH3:24])[C:15]3[CH:20]=[CH:19][N:18]=[C:17]([NH:25][CH:26]([CH3:36])[CH2:27][C:28]4[CH:29]=[C:30]([CH2:34][OH:35])[CH:31]=[CH:32][CH:33]=4)[N:16]=3)[CH:11]=[CH:10][CH:9]=2)[CH:5]=[CH:6][CH:7]=1. The catalyst class is: 37. (2) Reactant: [NH2:1][CH2:2][C:3]1[CH:31]=[CH:30][C:6]2[N:7]([CH2:25][CH2:26][CH:27]([CH3:29])[CH3:28])[C:8]([CH2:10][N:11]3[C:20]4[C:15](=[CH:16][CH:17]=[CH:18][CH:19]=4)[CH2:14][N:13]([CH:21]4[CH2:23][CH2:22]4)[C:12]3=[O:24])=[N:9][C:5]=2[CH:4]=1.[C:32]([OH:41])(=[O:40])[CH2:33][CH2:34][CH2:35][CH2:36][C:37]([OH:39])=[O:38]. Product: [C:32]([OH:41])(=[O:40])[CH2:33][CH2:34][CH2:35][CH2:36][C:37]([OH:39])=[O:38].[NH2:1][CH2:2][C:3]1[CH:31]=[CH:30][C:6]2[N:7]([CH2:25][CH2:26][CH:27]([CH3:28])[CH3:29])[C:8]([CH2:10][N:11]3[C:20]4[C:15](=[CH:16][CH:17]=[CH:18][CH:19]=4)[CH2:14][N:13]([CH:21]4[CH2:22][CH2:23]4)[C:12]3=[O:24])=[N:9][C:5]=2[CH:4]=1. The catalyst class is: 10. (3) Reactant: C(Cl)(=O)C(Cl)=O.CS(C)=O.[F:11][C:12]([F:48])([F:47])[C:13]1[CH:14]=[C:15]([C@H:23]([O:25][C@H:26]2[CH2:30][N:29]([C:31]([O:33][C:34]([CH3:37])([CH3:36])[CH3:35])=[O:32])[C@@H:28]([CH2:38][OH:39])[C@@H:27]2[C:40]2[CH:45]=[CH:44][C:43]([F:46])=[CH:42][CH:41]=2)[CH3:24])[CH:16]=[C:17]([C:19]([F:22])([F:21])[F:20])[CH:18]=1. Product: [F:48][C:12]([F:11])([F:47])[C:13]1[CH:14]=[C:15]([C@H:23]([O:25][C@H:26]2[CH2:30][N:29]([C:31]([O:33][C:34]([CH3:36])([CH3:35])[CH3:37])=[O:32])[C@@H:28]([CH:38]=[O:39])[C@@H:27]2[C:40]2[CH:45]=[CH:44][C:43]([F:46])=[CH:42][CH:41]=2)[CH3:24])[CH:16]=[C:17]([C:19]([F:20])([F:21])[F:22])[CH:18]=1. The catalyst class is: 2.